Dataset: Peptide-MHC class II binding affinity with 134,281 pairs from IEDB. Task: Regression. Given a peptide amino acid sequence and an MHC pseudo amino acid sequence, predict their binding affinity value. This is MHC class II binding data. (1) The peptide sequence is KLPKPPKPVSKMRMATPLL. The MHC is DRB1_0401 with pseudo-sequence DRB1_0401. The binding affinity (normalized) is 0.172. (2) The peptide sequence is KPIFHFVGTSTFSEY. The MHC is HLA-DPA10301-DPB10402 with pseudo-sequence HLA-DPA10301-DPB10402. The binding affinity (normalized) is 0.354. (3) The peptide sequence is NEDDSNFAHWTEARIML. The binding affinity (normalized) is 0. The MHC is DRB1_0405 with pseudo-sequence DRB1_0405. (4) The peptide sequence is TEYQKTKLNDWDFVV. The MHC is DRB1_0901 with pseudo-sequence DRB1_0901. The binding affinity (normalized) is 0.136. (5) The MHC is DRB1_0101 with pseudo-sequence DRB1_0101. The binding affinity (normalized) is 0.333. The peptide sequence is FELWAKRNIKPVPEI.